From a dataset of Peptide-MHC class II binding affinity with 134,281 pairs from IEDB. Regression. Given a peptide amino acid sequence and an MHC pseudo amino acid sequence, predict their binding affinity value. This is MHC class II binding data. The peptide sequence is ADLGYGPATPAAPAA. The MHC is DRB1_0901 with pseudo-sequence DRB1_0901. The binding affinity (normalized) is 0.542.